The task is: Regression/Classification. Given a drug SMILES string, predict its absorption, distribution, metabolism, or excretion properties. Task type varies by dataset: regression for continuous measurements (e.g., permeability, clearance, half-life) or binary classification for categorical outcomes (e.g., BBB penetration, CYP inhibition). Dataset: cyp2d6_veith.. This data is from CYP2D6 inhibition data for predicting drug metabolism from PubChem BioAssay. (1) The compound is O=C(CSCc1ccccc1)Nc1ccc(S(=O)(=O)N2CCOCC2)cc1. The result is 1 (inhibitor). (2) The molecule is c1csc(CN2CCCC3(CCNCC3)C2)n1. The result is 0 (non-inhibitor). (3) The molecule is Cc1ccc(OCCCC(=O)N2CCOCC2)cc1. The result is 0 (non-inhibitor). (4) The drug is CCCCNC(=S)NNC(=O)CCn1nc(C)c(Br)c1C. The result is 0 (non-inhibitor). (5) The compound is Cn1cc([N+](=O)[O-])c(C(=O)Nc2ccc(Br)cn2)n1. The result is 0 (non-inhibitor).